Dataset: Forward reaction prediction with 1.9M reactions from USPTO patents (1976-2016). Task: Predict the product of the given reaction. Given the reactants [OH:1][C:2]1[CH:7]=[CH:6][C:5]([S:8][C:9]([CH3:15])([CH3:14])[C:10]([O:12][CH3:13])=[O:11])=[CH:4][CH:3]=1.CC(OC(/N=N/C(O[CH:27]([CH3:29])[CH3:28])=O)=O)C.[Cl:30][C:31]1[CH2:36][C:35]([Cl:40])(OCC)C=[CH:33][C:32]=1O.C1(P(C2C=CC=CC=2)C2C=CC=CC=2)C=CC=CC=1, predict the reaction product. The product is: [Cl:40][C:35]1[CH:36]=[C:31]([Cl:30])[CH:32]=[CH:33][C:29]=1[CH2:27][CH2:28][O:1][C:2]1[CH:7]=[CH:6][C:5]([S:8][C:9]([CH3:15])([CH3:14])[C:10]([O:12][CH3:13])=[O:11])=[CH:4][CH:3]=1.